The task is: Predict the reaction yield, written as a fraction of the theoretical maximum amount of product (1.0 means a 100% yield; for example, 0.34 means a 34% yield).. This data is from Reaction yield outcomes from USPTO patents with 853,638 reactions. (1) The yield is 0.971. No catalyst specified. The product is [NH2:15][C:13]1[S:14][CH:10]=[C:9]([C:3]2[CH:4]=[CH:5][C:6]([Cl:8])=[CH:7][C:2]=2[Cl:1])[N:12]=1. The reactants are [Cl:1][C:2]1[CH:7]=[C:6]([Cl:8])[CH:5]=[CH:4][C:3]=1[C:9](=O)[CH3:10].[NH2:12][C:13]([NH2:15])=[S:14]. (2) The reactants are [Cl:1][C:2]1[CH:26]=[CH:25][C:5]([CH2:6][C:7]2[N:8]=[C:9]([C:19]3[CH:24]=[CH:23][N:22]=[CH:21][CH:20]=3)[S:10][C:11]=2[C:12](=O)/[CH:13]=[CH:14]/N(C)C)=[CH:4][CH:3]=1.Cl.[NH2:28][C:29]([NH2:31])=[NH:30].[O-]CC.[Na+]. The catalyst is C(O)(C)C. The product is [Cl:1][C:2]1[CH:3]=[CH:4][C:5]([CH2:6][C:7]2[N:8]=[C:9]([C:19]3[CH:20]=[CH:21][N:22]=[CH:23][CH:24]=3)[S:10][C:11]=2[C:12]2[CH:13]=[CH:14][N:28]=[C:29]([NH2:31])[N:30]=2)=[CH:25][CH:26]=1. The yield is 0.620. (3) The reactants are Br[CH2:2][C:3]([C:5]1[CH:10]=[CH:9][CH:8]=[CH:7][C:6]=1[F:11])=[O:4].C(=O)([O-])[O-].[K+].[K+].[C:18]1([SH:24])[CH:23]=[CH:22][CH:21]=[CH:20][CH:19]=1. The catalyst is C(O)C. The product is [F:11][C:6]1[CH:7]=[CH:8][CH:9]=[CH:10][C:5]=1[C:3](=[O:4])[CH2:2][S:24][C:18]1[CH:23]=[CH:22][CH:21]=[CH:20][CH:19]=1. The yield is 0.640. (4) The reactants are [Cl:1][C:2]1[CH:11]=[C:10]([O:12][CH3:13])[C:9]2[C:8](=[O:14])[CH2:7][CH2:6][CH2:5][C:4]=2[N:3]=1.[BH4-].[Na+].O. The catalyst is CO. The product is [Cl:1][C:2]1[CH:11]=[C:10]([O:12][CH3:13])[C:9]2[CH:8]([OH:14])[CH2:7][CH2:6][CH2:5][C:4]=2[N:3]=1. The yield is 0.440. (5) The reactants are [CH3:1][N:2]1[C:10]([CH2:11][N:12]2[CH2:17][CH2:16][CH:15]([C:18]([OH:21])([CH3:20])[CH3:19])[CH2:14][CH2:13]2)=[N:9][C:8]2[C:3]1=[N:4][C:5]([Sn](CCCC)(CCCC)CCCC)=[N:6][C:7]=2[N:22]1[CH2:27][CH2:26][O:25][CH2:24][CH2:23]1.Br[C:42]1[C:43]2[N:44]([CH:48]=[N:49][CH:50]=2)[CH:45]=[CH:46][CH:47]=1. The catalyst is O1CCOCC1.C1C=CC([P]([Pd]([P](C2C=CC=CC=2)(C2C=CC=CC=2)C2C=CC=CC=2)([P](C2C=CC=CC=2)(C2C=CC=CC=2)C2C=CC=CC=2)[P](C2C=CC=CC=2)(C2C=CC=CC=2)C2C=CC=CC=2)(C2C=CC=CC=2)C2C=CC=CC=2)=CC=1.S1C=CC=C1C([O-])=O.[Cu+]. The product is [CH:50]1[N:49]=[CH:48][N:44]2[CH:45]=[CH:46][CH:47]=[C:42]([C:5]3[N:4]=[C:3]4[C:8]([N:9]=[C:10]([CH2:11][N:12]5[CH2:13][CH2:14][CH:15]([C:18]([OH:21])([CH3:20])[CH3:19])[CH2:16][CH2:17]5)[N:2]4[CH3:1])=[C:7]([N:22]4[CH2:27][CH2:26][O:25][CH2:24][CH2:23]4)[N:6]=3)[C:43]=12. The yield is 0.580. (6) The reactants are [NH2:1][C@@:2]1([C:14]([F:18])([F:17])[CH2:15][OH:16])[C:10]2[C:5](=[CH:6][CH:7]=[C:8]([N+:11]([O-:13])=[O:12])[CH:9]=2)[CH2:4][CH2:3]1.C([O-])(=O)C.[Na+].[N:24]#[C:25]Br.CCCCCC. The catalyst is C(O)C.C(OCC)(=O)C. The product is [F:18][C:14]([C@:2]1([NH:1][C:25]#[N:24])[C:10]2[C:5](=[CH:6][CH:7]=[C:8]([N+:11]([O-:13])=[O:12])[CH:9]=2)[CH2:4][CH2:3]1)([F:17])[CH2:15][OH:16]. The yield is 0.420.